This data is from Reaction yield outcomes from USPTO patents with 853,638 reactions. The task is: Predict the reaction yield, written as a fraction of the theoretical maximum amount of product (1.0 means a 100% yield; for example, 0.34 means a 34% yield). (1) No catalyst specified. The yield is 0.730. The product is [Cl:39][C:11]1[C:10](=[O:40])[N:9]([O:8][CH2:1][CH2:2][OH:58])[CH:14]=[C:13]([C:15]([N:17]2[CH2:22][CH2:21][CH:20]([C:23]3[CH:24]=[CH:25][C:26]([F:29])=[CH:27][CH:28]=3)[CH2:19][CH2:18]2)=[O:16])[C:12]=1[NH:30][C:31]1[CH:36]=[C:35]([Cl:37])[CH:34]=[CH:33][C:32]=1[CH3:38]. The reactants are [CH2:1]([O:8][N:9]1[CH:14]=[C:13]([C:15]([N:17]2[CH2:22][CH2:21][CH:20]([C:23]3[CH:28]=[CH:27][C:26]([F:29])=[CH:25][CH:24]=3)[CH2:19][CH2:18]2)=[O:16])[C:12]([NH:30][C:31]2[CH:36]=[C:35]([Cl:37])[CH:34]=[CH:33][C:32]=2[CH3:38])=[C:11]([Cl:39])[C:10]1=[O:40])[C:2]1C=CC=CC=1.ClC1C(=O)N(O)C=C(C(N2CCC(C3C=CC(F)=CC=3)CC2)=[O:58])C=1NC1C=C(Cl)C=CC=1C.BrCCO. (2) The reactants are [C:1]([C:3]1[CH:4]=[C:5]([N:9]2C(=O)[CH2:14][C:13](=[O:17])[NH:12][C:11]3[C:18]4[C:23]([CH:24]=[CH:25][C:10]2=3)=[CH:22][CH:21]=[CH:20][CH:19]=4)[CH:6]=[CH:7][CH:8]=1)#[N:2].Cl.[NH2:27][OH:28].C(N(CC)CC)C.[CH3:36][OH:37]. The catalyst is C1COCC1. The product is [OH:28][NH:27][C:1]([C:3]1[CH:4]=[C:5]([N:9]2[C:36](=[O:37])[CH2:14][C:13](=[O:17])[NH:12][C:11]3[C:18]4[C:23]([CH:24]=[CH:25][C:10]2=3)=[CH:22][CH:21]=[CH:20][CH:19]=4)[CH:6]=[CH:7][CH:8]=1)=[NH:2]. The yield is 0.910. (3) The reactants are Br[CH2:2][C:3]([C:5]1[C:14]([F:15])=[CH:13][CH:12]=[C:11]2[C:6]=1[N:7]=[C:8]([NH:17][CH:18]1[CH2:20][CH2:19]1)[C:9]([CH3:16])=[N:10]2)=[O:4].[C:21]([O:25][C:26]([NH:28][C@H:29]([CH3:38])[C:30](=[O:37])[CH2:31][C:32]([O:34][CH2:35][CH3:36])=[O:33])=[O:27])([CH3:24])([CH3:23])[CH3:22].C([O-])([O-])=O.[K+].[K+]. The catalyst is CN(C=O)C.C([O-])(O)=O.[Na+].C(Cl)(Cl)Cl. The product is [C:21]([O:25][C:26]([NH:28][CH:29]([CH3:38])[C:30](=[O:37])[CH:31]([CH2:2][C:3]([C:5]1[C:14]([F:15])=[CH:13][CH:12]=[C:11]2[C:6]=1[N:7]=[C:8]([NH:17][CH:18]1[CH2:20][CH2:19]1)[C:9]([CH3:16])=[N:10]2)=[O:4])[C:32]([O:34][CH2:35][CH3:36])=[O:33])=[O:27])([CH3:23])([CH3:24])[CH3:22]. The yield is 0.980. (4) The reactants are [OH:1][C:2]1[CH:14]=[CH:13][C:12]2[C:11]3[C:6](=[CH:7][CH:8]=[CH:9][CH:10]=3)[NH:5][C:4]=2[CH:3]=1.Br[CH2:16][CH2:17][CH2:18][CH2:19][CH2:20][C:21]([O:23][CH2:24][CH3:25])=[O:22].C(=O)([O-])[O-].[K+].[K+].O. The catalyst is CN(C)C=O. The product is [CH:3]1[C:4]2[NH:5][C:6]3[C:11](=[CH:10][CH:9]=[CH:8][CH:7]=3)[C:12]=2[CH:13]=[CH:14][C:2]=1[O:1][CH2:16][CH2:17][CH2:18][CH2:19][CH2:20][C:21]([O:23][CH2:24][CH3:25])=[O:22]. The yield is 0.330. (5) The reactants are [C:1]([O:5][C:6](=[O:32])[NH:7][CH:8]1[CH2:13][CH2:12][N:11]([C:14](=O)[CH:15]([C:23]2[CH:28]=[CH:27][C:26]([Cl:29])=[C:25]([Cl:30])[CH:24]=2)[C:16]2([OH:22])[CH2:21][CH2:20][CH2:19][CH2:18][CH2:17]2)[CH2:10][CH2:9]1)([CH3:4])([CH3:3])[CH3:2].B. The catalyst is O1CCCC1. The product is [C:1]([O:5][C:6](=[O:32])[NH:7][CH:8]1[CH2:9][CH2:10][N:11]([CH2:14][CH:15]([C:23]2[CH:28]=[CH:27][C:26]([Cl:29])=[C:25]([Cl:30])[CH:24]=2)[C:16]2([OH:22])[CH2:21][CH2:20][CH2:19][CH2:18][CH2:17]2)[CH2:12][CH2:13]1)([CH3:4])([CH3:2])[CH3:3]. The yield is 0.530. (6) The reactants are Cl[C:2]1[N:7]=[N:6][C:5]([C:8]([OH:10])=[O:9])=[CH:4][CH:3]=1.[Cl:11][C:12]1[CH:18]=[CH:17][C:15]([NH2:16])=[CH:14][CH:13]=1. The catalyst is COCCOC.C(OCC)(=O)C. The product is [Cl:11][C:12]1[CH:18]=[CH:17][C:15]([NH:16][C:2]2[N:7]=[N:6][C:5]([C:8]([OH:10])=[O:9])=[CH:4][CH:3]=2)=[CH:14][CH:13]=1. The yield is 0.320.